This data is from Reaction yield outcomes from USPTO patents with 853,638 reactions. The task is: Predict the reaction yield, written as a fraction of the theoretical maximum amount of product (1.0 means a 100% yield; for example, 0.34 means a 34% yield). (1) The reactants are [C:1]([O:5][C:6](=[O:21])[CH2:7][C@@H:8]([CH2:17][N:18]=[N+:19]=[N-:20])[CH2:9][C@H:10]([CH3:16])[CH2:11][CH2:12][CH2:13][CH2:14][CH3:15])([CH3:4])([CH3:3])[CH3:2].C(OC(=O)C[C@@H](COS(C1C=CC(C)=CC=1)(=O)=O)C[C@@H](C)CCCCC)(C)(C)C. No catalyst specified. The product is [C:1]([O:5][C:6](=[O:21])[CH2:7][C@@H:8]([CH2:17][N:18]=[N+:19]=[N-:20])[CH2:9][C@@H:10]([CH3:16])[CH2:11][CH2:12][CH2:13][CH2:14][CH3:15])([CH3:3])([CH3:4])[CH3:2]. The yield is 0.960. (2) The reactants are [Cl:1][C:2]1[CH:7]=[CH:6][C:5]([C:8]2[S:12][C:11]([C:13]3[CH:23]=[CH:22][C:16]([C:17]([O:19]CC)=[O:18])=[CH:15][CH:14]=3)=[CH:10][CH:9]=2)=[CH:4][CH:3]=1.[OH-].[Na+].O1CCCC1.Cl. The catalyst is O.C(O)C. The product is [Cl:1][C:2]1[CH:7]=[CH:6][C:5]([C:8]2[S:12][C:11]([C:13]3[CH:23]=[CH:22][C:16]([C:17]([OH:19])=[O:18])=[CH:15][CH:14]=3)=[CH:10][CH:9]=2)=[CH:4][CH:3]=1. The yield is 0.600. (3) The reactants are [C:1]1([C:7]2[C:16]3[C:11](=[CH:12][CH:13]=[CH:14][CH:15]=3)[N:10]=[C:9]([NH:17][C:18]3[CH:26]=[CH:25][C:21]([C:22](O)=[O:23])=[CH:20][CH:19]=3)[N:8]=2)[CH:6]=[CH:5][CH:4]=[CH:3][CH:2]=1.[NH2:27][C:28]1[CH:29]=[C:30]([CH:33]=[CH:34][C:35]=1[CH3:36])[C:31]#[N:32].CCN(C(C)C)C(C)C.CN(C(ON1N=NC2C=CC=NC1=2)=[N+](C)C)C.F[P-](F)(F)(F)(F)F. The catalyst is CN(C)C=O.C(OCC)(=O)C. The product is [C:31]([C:30]1[CH:33]=[CH:34][C:35]([CH3:36])=[C:28]([NH:27][C:22](=[O:23])[C:21]2[CH:25]=[CH:26][C:18]([NH:17][C:9]3[N:8]=[C:7]([C:1]4[CH:2]=[CH:3][CH:4]=[CH:5][CH:6]=4)[C:16]4[C:11](=[CH:12][CH:13]=[CH:14][CH:15]=4)[N:10]=3)=[CH:19][CH:20]=2)[CH:29]=1)#[N:32]. The yield is 0.650. (4) The reactants are Br[C:2]1[CH:3]=[C:4]2[C:9](=[CH:10][CH:11]=1)[N:8]=[C:7]([CH3:12])[C:6]([S:13]([CH3:16])(=[O:15])=[O:14])=[C:5]2[N:17]1[CH2:22][CH2:21][O:20][CH2:19][CH2:18]1.[CH:23]1(B(O)O)[CH2:25][CH2:24]1.[O-]P([O-])([O-])=O.[K+].[K+].[K+]. The catalyst is O1CCOCC1.C1C=CC([P]([Pd]([P](C2C=CC=CC=2)(C2C=CC=CC=2)C2C=CC=CC=2)([P](C2C=CC=CC=2)(C2C=CC=CC=2)C2C=CC=CC=2)[P](C2C=CC=CC=2)(C2C=CC=CC=2)C2C=CC=CC=2)(C2C=CC=CC=2)C2C=CC=CC=2)=CC=1. The product is [CH:23]1([C:2]2[CH:3]=[C:4]3[C:9](=[CH:10][CH:11]=2)[N:8]=[C:7]([CH3:12])[C:6]([S:13]([CH3:16])(=[O:14])=[O:15])=[C:5]3[N:17]2[CH2:22][CH2:21][O:20][CH2:19][CH2:18]2)[CH2:25][CH2:24]1. The yield is 0.210. (5) The catalyst is CN(C=O)C. The reactants are CCN(C(C)C)C(C)C.[Br:10][C:11]1[CH:12]=[C:13]([NH2:17])[CH:14]=[CH:15][CH:16]=1.[N:18]1([CH2:24][C:25]2[CH:33]=[CH:32][C:28]([C:29](O)=[O:30])=[CH:27][CH:26]=2)[CH2:23][CH2:22][CH2:21][CH2:20][CH2:19]1.F[P-](F)(F)(F)(F)F.N1(O[P+](N(C)C)(N(C)C)N(C)C)C2C=CC=CC=2N=N1. The yield is 0.800. The product is [Br:10][C:11]1[CH:12]=[C:13]([NH:17][C:29](=[O:30])[C:28]2[CH:32]=[CH:33][C:25]([CH2:24][N:18]3[CH2:23][CH2:22][CH2:21][CH2:20][CH2:19]3)=[CH:26][CH:27]=2)[CH:14]=[CH:15][CH:16]=1. (6) The reactants are [CH2:1]([C:4]1[S:8][C:7]([CH2:9][O:10][C:11]2[C:12]([F:21])=[C:13]([C:17]([F:20])=[CH:18][CH:19]=2)[C:14]([NH2:16])=[O:15])=[N:6][C:5]=1[C:22]1[CH:27]=[CH:26][C:25]([O:28][CH3:29])=[CH:24][CH:23]=1)[CH:2]=[CH2:3]. The catalyst is CO. The product is [F:21][C:12]1[C:11]([O:10][CH2:9][C:7]2[S:8][C:4]([CH2:1][CH2:2][CH3:3])=[C:5]([C:22]3[CH:27]=[CH:26][C:25]([O:28][CH3:29])=[CH:24][CH:23]=3)[N:6]=2)=[CH:19][CH:18]=[C:17]([F:20])[C:13]=1[C:14]([NH2:16])=[O:15]. The yield is 0.0200. (7) The reactants are C(OC(=O)CNC[C:8]([C:10]1[C:15]([OH:16])=[CH:14][CH:13]=[CH:12][N:11]=1)=[O:9])C.[OH2:18].[OH-:19].[Na+]. The catalyst is C1COCC1.C(Cl)(Cl)Cl.C(O)(C)C. The product is [OH:16][C:15]1[C:10]([C:8]([N:11]([CH2:10][C:8]([OH:19])=[O:18])[CH3:12])=[O:9])=[N:11][CH:12]=[CH:13][CH:14]=1. The yield is 0.850. (8) The reactants are [CH3:1][N:2]1[C:6]2[CH:7]=[CH:8][C:9]([O:11][CH2:12][C:13]([OH:15])=O)=[CH:10][C:5]=2[N:4]=[CH:3]1.C1C=CC2N(O)N=NC=2C=1.CCN=C=NCCCN(C)C.[NH2:37][CH2:38][CH:39]([OH:51])[CH2:40][N:41]1[CH2:50][CH2:49][C:48]2[C:43](=[CH:44][CH:45]=[CH:46][CH:47]=2)[CH2:42]1. The catalyst is CN(C=O)C. The product is [CH2:42]1[C:43]2[C:48](=[CH:47][CH:46]=[CH:45][CH:44]=2)[CH2:49][CH2:50][N:41]1[CH2:40][CH:39]([OH:51])[CH2:38][NH:37][C:13](=[O:15])[CH2:12][O:11][C:9]1[CH:8]=[CH:7][C:6]2[N:2]([CH3:1])[CH:3]=[N:4][C:5]=2[CH:10]=1. The yield is 0.0420.